Task: Regression. Given two drug SMILES strings and cell line genomic features, predict the synergy score measuring deviation from expected non-interaction effect.. Dataset: NCI-60 drug combinations with 297,098 pairs across 59 cell lines (1) Drug 1: C1CC(=O)NC(=O)C1N2CC3=C(C2=O)C=CC=C3N. Drug 2: CCC1(CC2CC(C3=C(CCN(C2)C1)C4=CC=CC=C4N3)(C5=C(C=C6C(=C5)C78CCN9C7C(C=CC9)(C(C(C8N6C=O)(C(=O)OC)O)OC(=O)C)CC)OC)C(=O)OC)O.OS(=O)(=O)O. Cell line: SF-539. Synergy scores: CSS=16.9, Synergy_ZIP=-6.78, Synergy_Bliss=-1.71, Synergy_Loewe=-1.70, Synergy_HSA=-1.64. (2) Drug 1: C1CC(=O)NC(=O)C1N2CC3=C(C2=O)C=CC=C3N. Drug 2: CN1C2=C(C=C(C=C2)N(CCCl)CCCl)N=C1CCCC(=O)O.Cl. Cell line: A549. Synergy scores: CSS=10.1, Synergy_ZIP=0.704, Synergy_Bliss=1.73, Synergy_Loewe=0.105, Synergy_HSA=1.20. (3) Drug 2: CC(C)NC(=O)C1=CC=C(C=C1)CNNC.Cl. Synergy scores: CSS=15.2, Synergy_ZIP=-2.34, Synergy_Bliss=1.04, Synergy_Loewe=-16.2, Synergy_HSA=-0.144. Cell line: OVCAR-4. Drug 1: C1=NC(=NC(=O)N1C2C(C(C(O2)CO)O)O)N. (4) Drug 1: CC1CCC2CC(C(=CC=CC=CC(CC(C(=O)C(C(C(=CC(C(=O)CC(OC(=O)C3CCCCN3C(=O)C(=O)C1(O2)O)C(C)CC4CCC(C(C4)OC)O)C)C)O)OC)C)C)C)OC. Drug 2: B(C(CC(C)C)NC(=O)C(CC1=CC=CC=C1)NC(=O)C2=NC=CN=C2)(O)O. Cell line: COLO 205. Synergy scores: CSS=60.4, Synergy_ZIP=3.99, Synergy_Bliss=2.44, Synergy_Loewe=3.85, Synergy_HSA=6.11. (5) Drug 1: C1=CC=C(C(=C1)C(C2=CC=C(C=C2)Cl)C(Cl)Cl)Cl. Drug 2: C1C(C(OC1N2C=NC3=C2NC=NCC3O)CO)O. Cell line: OVCAR3. Synergy scores: CSS=4.07, Synergy_ZIP=-3.21, Synergy_Bliss=-6.68, Synergy_Loewe=-0.681, Synergy_HSA=-5.01. (6) Drug 1: COC1=C(C=C2C(=C1)N=CN=C2NC3=CC(=C(C=C3)F)Cl)OCCCN4CCOCC4. Drug 2: C1CC(C1)(C(=O)O)C(=O)O.[NH2-].[NH2-].[Pt+2]. Cell line: NCI-H460. Synergy scores: CSS=55.7, Synergy_ZIP=-2.90, Synergy_Bliss=-1.59, Synergy_Loewe=0.583, Synergy_HSA=3.04.